From a dataset of Full USPTO retrosynthesis dataset with 1.9M reactions from patents (1976-2016). Predict the reactants needed to synthesize the given product. (1) Given the product [CH3:2][O:5][C:8]1[N:13]=[C:12]2[O:14][C:15]([C:19]3[CH:20]=[C:21]([CH:26]=[CH:27][CH:28]=3)[C:22]([O:24][CH3:25])=[O:23])=[CH:16][C:17](=[O:18])[C:11]2=[CH:10][CH:9]=1, predict the reactants needed to synthesize it. The reactants are: C[C:2]([O-:5])(C)C.[K+].Cl[C:8]1[N:13]=[C:12]2[O:14][C:15]([C:19]3[CH:20]=[C:21]([CH:26]=[CH:27][CH:28]=3)[C:22]([O:24][CH3:25])=[O:23])=[CH:16][C:17](=[O:18])[C:11]2=[CH:10][CH:9]=1. (2) Given the product [CH3:1][O:2][C:3]1[CH:4]=[CH:5][C:6]([C@H:9]2[CH2:11][C@@H:10]2[CH2:12][O:13][C:14]2[C:19]([C:20]3[CH:25]=[CH:24][N:23]([CH2:26][C:27]([OH:29])=[O:28])[C:22](=[O:31])[CH:21]=3)=[CH:18][N:17]=[C:16]([CH3:32])[N:15]=2)=[N:7][CH:8]=1, predict the reactants needed to synthesize it. The reactants are: [CH3:1][O:2][C:3]1[CH:4]=[CH:5][C:6]([C@H:9]2[CH2:11][C@@H:10]2[CH2:12][O:13][C:14]2[C:19]([C:20]3[CH:25]=[CH:24][N:23]([CH2:26][C:27]([O:29]C)=[O:28])[C:22](=[O:31])[CH:21]=3)=[CH:18][N:17]=[C:16]([CH3:32])[N:15]=2)=[N:7][CH:8]=1.[Li+].[OH-].Cl. (3) Given the product [Br:1][C:2]1[CH:7]=[CH:6][CH:5]=[CH:4][C:3]=1[NH:8][C:9](=[O:26])[NH:10][C:11]1[CH:16]=[CH:15][C:14]([CH2:17][C:18]([OH:20])=[O:19])=[CH:13][C:12]=1[CH3:25], predict the reactants needed to synthesize it. The reactants are: [Br:1][C:2]1[CH:7]=[CH:6][CH:5]=[CH:4][C:3]=1[NH:8][C:9](=[O:26])[NH:10][C:11]1[CH:16]=[CH:15][C:14]([CH2:17][C:18]([O:20]C(C)(C)C)=[O:19])=[CH:13][C:12]=1[CH3:25].C(O)(C(F)(F)F)=O. (4) Given the product [Cl:1][C:2]1[CH:3]=[C:4]2[C:47](=[CH:11][CH:10]=1)[N:46]([CH:48]=[C:35]([C:37]1[CH:42]=[CH:41][C:40]([Cl:43])=[C:39]([Cl:44])[CH:38]=1)[CH3:36])[C:45]1[CH:9]([CH3:14])[N:8]([CH3:15])[CH2:7][CH2:6][C:5]2=1, predict the reactants needed to synthesize it. The reactants are: [Cl:1][C:2]1[CH2:3][CH2:4][CH:5]2[C:9]3([CH2:14]CN=[CH:11][C:10]=13)[N:8]([CH3:15])[CH:7](C)[CH2:6]2.N1CCC[C@H]1C(O)=O.[O-]P([O-])([O-])=O.[K+].[K+].[K+].BrC=[C:35]([C:37]1[CH:42]=[CH:41][C:40]([Cl:43])=[C:39]([Cl:44])[CH:38]=1)[CH3:36].[CH3:45][N:46]([CH:48]=O)[CH3:47].